Dataset: Full USPTO retrosynthesis dataset with 1.9M reactions from patents (1976-2016). Task: Predict the reactants needed to synthesize the given product. (1) Given the product [CH2:1]([O:3][C:4]([C@H:6]1[CH2:11][CH2:10][C@H:9]([O:12][CH:13]([CH2:23][OH:24])[CH2:14][OH:15])[CH2:8][CH2:7]1)=[O:5])[CH3:2], predict the reactants needed to synthesize it. The reactants are: [CH2:1]([O:3][C:4]([C@H:6]1[CH2:11][CH2:10][C@H:9]([O:12][CH:13]([CH2:23][O:24]CC2C=CC=CC=2)[CH2:14][O:15]CC2C=CC=CC=2)[CH2:8][CH2:7]1)=[O:5])[CH3:2]. (2) Given the product [Br:1][C:2]1[C:3]([Cl:11])=[C:4]2[C:8](=[CH:9][CH:10]=1)[N:7]([CH:13]1[CH2:14][CH2:15][CH2:16][CH2:17][O:12]1)[N:6]=[CH:5]2, predict the reactants needed to synthesize it. The reactants are: [Br:1][C:2]1[C:3]([Cl:11])=[C:4]2[C:8](=[CH:9][CH:10]=1)[NH:7][N:6]=[CH:5]2.[O:12]1[CH:17]=[CH:16][CH2:15][CH2:14][CH2:13]1.CC1C=CC(S(O)(=O)=O)=CC=1.C([O-])(O)=O.[Na+]. (3) Given the product [ClH:47].[CH3:50][S:51]([NH:54][C:24](=[O:25])[C:23]1[CH:22]=[CH:21][C:20]([C:17]2[N:16]3[CH:29]=[C:30](/[CH:32]=[CH:33]/[C:34]4[CH:43]=[CH:42][C:41]5[C:36](=[CH:37][CH:38]=[CH:39][CH:40]=5)[N:35]=4)[N:31]=[C:15]3[C:14]([N:11]3[CH2:10][CH2:9][O:8][CH2:13][CH2:12]3)=[N:19][CH:18]=2)=[CH:28][CH:27]=1)(=[O:53])=[O:52], predict the reactants needed to synthesize it. The reactants are: FC(F)(F)C(O)=O.[O:8]1[CH2:13][CH2:12][N:11]([C:14]2[C:15]3[N:16]([CH:29]=[C:30](/[CH:32]=[CH:33]/[C:34]4[CH:43]=[CH:42][C:41]5[C:36](=[CH:37][CH:38]=[CH:39][CH:40]=5)[N:35]=4)[N:31]=3)[C:17]([C:20]3[CH:28]=[CH:27][C:23]([C:24](O)=[O:25])=[CH:22][CH:21]=3)=[CH:18][N:19]=2)[CH2:10][CH2:9]1.C(Cl)(=O)C([Cl:47])=O.[CH3:50][S:51]([NH2:54])(=[O:53])=[O:52].CCN(CC)CC.